This data is from Peptide-MHC class I binding affinity with 185,985 pairs from IEDB/IMGT. The task is: Regression. Given a peptide amino acid sequence and an MHC pseudo amino acid sequence, predict their binding affinity value. This is MHC class I binding data. (1) The peptide sequence is LESLTDREL. The MHC is HLA-A02:03 with pseudo-sequence HLA-A02:03. The binding affinity (normalized) is 0.0847. (2) The peptide sequence is WCMQHLPSY. The binding affinity (normalized) is 0.573. The MHC is HLA-B15:01 with pseudo-sequence HLA-B15:01. (3) The MHC is HLA-A29:02 with pseudo-sequence HLA-A29:02. The binding affinity (normalized) is 0.213. The peptide sequence is SASKSASVY. (4) The peptide sequence is TIDNPTKYIR. The MHC is HLA-A03:01 with pseudo-sequence HLA-A03:01. The binding affinity (normalized) is 0.107. (5) The peptide sequence is VPPFPRTAF. The MHC is HLA-B40:01 with pseudo-sequence HLA-B40:01. The binding affinity (normalized) is 0.0847. (6) The binding affinity (normalized) is 0.286. The peptide sequence is EMVDVSMMSM. The MHC is HLA-A68:02 with pseudo-sequence HLA-A68:02.